Dataset: NCI-60 drug combinations with 297,098 pairs across 59 cell lines. Task: Regression. Given two drug SMILES strings and cell line genomic features, predict the synergy score measuring deviation from expected non-interaction effect. (1) Drug 1: CN1C2=C(C=C(C=C2)N(CCCl)CCCl)N=C1CCCC(=O)O.Cl. Drug 2: C(CN)CNCCSP(=O)(O)O. Cell line: M14. Synergy scores: CSS=0.964, Synergy_ZIP=0.151, Synergy_Bliss=-1.15, Synergy_Loewe=1.13, Synergy_HSA=-2.51. (2) Drug 1: CN(CC1=CN=C2C(=N1)C(=NC(=N2)N)N)C3=CC=C(C=C3)C(=O)NC(CCC(=O)O)C(=O)O. Drug 2: C1C(C(OC1N2C=NC3=C2NC=NCC3O)CO)O. Cell line: OVCAR-4. Synergy scores: CSS=55.6, Synergy_ZIP=-1.34, Synergy_Bliss=-1.35, Synergy_Loewe=-41.5, Synergy_HSA=-1.59. (3) Drug 1: CCN(CC)CCNC(=O)C1=C(NC(=C1C)C=C2C3=C(C=CC(=C3)F)NC2=O)C. Drug 2: C1=NNC2=C1C(=O)NC=N2. Cell line: RPMI-8226. Synergy scores: CSS=3.22, Synergy_ZIP=-3.15, Synergy_Bliss=-7.47, Synergy_Loewe=-0.162, Synergy_HSA=-3.56. (4) Drug 1: CCC(=C(C1=CC=CC=C1)C2=CC=C(C=C2)OCCN(C)C)C3=CC=CC=C3.C(C(=O)O)C(CC(=O)O)(C(=O)O)O. Drug 2: C(=O)(N)NO. Cell line: DU-145. Synergy scores: CSS=3.94, Synergy_ZIP=-0.851, Synergy_Bliss=0.669, Synergy_Loewe=-5.43, Synergy_HSA=-2.13. (5) Drug 1: C1=C(C(=O)NC(=O)N1)F. Drug 2: CC1CCCC2(C(O2)CC(NC(=O)CC(C(C(=O)C(C1O)C)(C)C)O)C(=CC3=CSC(=N3)C)C)C. Cell line: BT-549. Synergy scores: CSS=33.0, Synergy_ZIP=-9.55, Synergy_Bliss=-4.82, Synergy_Loewe=-3.46, Synergy_HSA=-3.68. (6) Drug 1: C#CCC(CC1=CN=C2C(=N1)C(=NC(=N2)N)N)C3=CC=C(C=C3)C(=O)NC(CCC(=O)O)C(=O)O. Drug 2: C1=NC2=C(N1)C(=S)N=CN2. Cell line: HCT116. Synergy scores: CSS=47.0, Synergy_ZIP=0.0232, Synergy_Bliss=4.34, Synergy_Loewe=2.32, Synergy_HSA=2.36. (7) Drug 1: C1=NC2=C(N=C(N=C2N1C3C(C(C(O3)CO)O)F)Cl)N. Drug 2: C1=NC(=NC(=O)N1C2C(C(C(O2)CO)O)O)N. Cell line: NCIH23. Synergy scores: CSS=22.2, Synergy_ZIP=1.78, Synergy_Bliss=4.10, Synergy_Loewe=3.59, Synergy_HSA=3.68. (8) Drug 1: C1=CC=C(C=C1)NC(=O)CCCCCCC(=O)NO. Drug 2: B(C(CC(C)C)NC(=O)C(CC1=CC=CC=C1)NC(=O)C2=NC=CN=C2)(O)O. Cell line: MALME-3M. Synergy scores: CSS=56.9, Synergy_ZIP=1.71, Synergy_Bliss=6.57, Synergy_Loewe=5.48, Synergy_HSA=6.35. (9) Drug 1: CC1C(C(CC(O1)OC2CC(OC(C2O)C)OC3=CC4=CC5=C(C(=O)C(C(C5)C(C(=O)C(C(C)O)O)OC)OC6CC(C(C(O6)C)O)OC7CC(C(C(O7)C)O)OC8CC(C(C(O8)C)O)(C)O)C(=C4C(=C3C)O)O)O)O. Drug 2: CCCCC(=O)OCC(=O)C1(CC(C2=C(C1)C(=C3C(=C2O)C(=O)C4=C(C3=O)C=CC=C4OC)O)OC5CC(C(C(O5)C)O)NC(=O)C(F)(F)F)O. Cell line: NCI/ADR-RES. Synergy scores: CSS=12.1, Synergy_ZIP=-0.0908, Synergy_Bliss=3.87, Synergy_Loewe=2.13, Synergy_HSA=3.46.